Dataset: Forward reaction prediction with 1.9M reactions from USPTO patents (1976-2016). Task: Predict the product of the given reaction. (1) Given the reactants [CH2:1]([C:8]1[CH:17]=[C:16]2[C:11]([C:12]([OH:30])=[C:13]([C:25]([O:27]CC)=O)[C:14](=[O:24])[N:15]2[CH2:18][C:19]2[S:20][CH:21]=[CH:22][N:23]=2)=[N:10][CH:9]=1)[C:2]1[CH:7]=[CH:6][CH:5]=[CH:4][CH:3]=1.[CH:31]1([NH2:35])[CH2:34][CH2:33][CH2:32]1, predict the reaction product. The product is: [CH2:1]([C:8]1[CH:17]=[C:16]2[C:11]([C:12]([OH:30])=[C:13]([C:25]([NH:35][CH:31]3[CH2:34][CH2:33][CH2:32]3)=[O:27])[C:14](=[O:24])[N:15]2[CH2:18][C:19]2[S:20][CH:21]=[CH:22][N:23]=2)=[N:10][CH:9]=1)[C:2]1[CH:3]=[CH:4][CH:5]=[CH:6][CH:7]=1. (2) Given the reactants [NH2:1][C@:2]1([CH3:32])[C@H:6]([O:7]CC2C=CC=CC=2)[C@@H:5]([CH2:15][O:16]CC2C=CC=CC=2)[O:4][C@H:3]1[N:24]1[CH:29]=[CH:28][C:27](=[O:30])[NH:26][C:25]1=[O:31].Cl, predict the reaction product. The product is: [NH2:1][C@:2]1([CH3:32])[C@H:6]([OH:7])[C@@H:5]([CH2:15][OH:16])[O:4][C@H:3]1[N:24]1[CH:29]=[CH:28][C:27](=[O:30])[NH:26][C:25]1=[O:31]. (3) Given the reactants [C:1]([O:5][C:6]([N:8]1[CH2:13][CH2:12][CH:11]([CH2:14][C:15]([OH:17])=O)[CH2:10][CH2:9]1)=[O:7])([CH3:4])([CH3:3])[CH3:2].[F:18][C:19]1[CH:24]=[CH:23][C:22]([CH:25]([NH2:33])[C:26]2[CH:31]=[CH:30][C:29]([F:32])=[CH:28][CH:27]=2)=[CH:21][CH:20]=1.C(Cl)CCl, predict the reaction product. The product is: [C:1]([O:5][C:6]([N:8]1[CH2:9][CH2:10][CH:11]([CH2:14][C:15]([NH:33][CH:25]([C:22]2[CH:23]=[CH:24][C:19]([F:18])=[CH:20][CH:21]=2)[C:26]2[CH:27]=[CH:28][C:29]([F:32])=[CH:30][CH:31]=2)=[O:17])[CH2:12][CH2:13]1)=[O:7])([CH3:2])([CH3:3])[CH3:4]. (4) Given the reactants C([C@@H]1N(C(=O)C2C=CC(OC3C=CC=CC=3)=CC=2)C[C@H](CC(C)C)NC1=O)C(C)C.[C:31]1([C@@H:37]2[NH:42][C:41](=[O:43])[C@H:40]([CH2:44][CH2:45][CH3:46])[NH:39][CH2:38]2)[CH:36]=[CH:35][CH:34]=[CH:33][CH:32]=1.[F:47][C:48]1[CH:53]=[CH:52][C:51]([C:54]2[O:58][N:57]=[C:56]([C:59](O)=[O:60])[CH:55]=2)=[CH:50][CH:49]=1, predict the reaction product. The product is: [F:47][C:48]1[CH:49]=[CH:50][C:51]([C:54]2[O:58][N:57]=[C:56]([C:59]([N:39]3[CH2:38][C@H:37]([C:31]4[CH:32]=[CH:33][CH:34]=[CH:35][CH:36]=4)[NH:42][C:41](=[O:43])[C@@H:40]3[CH2:44][CH2:45][CH3:46])=[O:60])[CH:55]=2)=[CH:52][CH:53]=1. (5) Given the reactants C([O:8][C:9]1[CH:14]=[CH:13][C:12]([C:15](=[O:23])[CH2:16][C:17](=[O:22])[CH2:18][CH2:19][CH2:20][CH3:21])=[CH:11][CH:10]=1)C1C=CC=CC=1.[N+:24]([C:27]1[CH:32]=[CH:31][C:30](ON)=[CH:29][CH:28]=1)([O-:26])=[O:25], predict the reaction product. The product is: [CH2:18]([C:17]1[O:22][C:30]2[CH:31]=[CH:32][C:27]([N+:24]([O-:26])=[O:25])=[CH:28][C:29]=2[C:16]=1[C:15](=[O:23])[C:12]1[CH:11]=[CH:10][C:9]([OH:8])=[CH:14][CH:13]=1)[CH2:19][CH2:20][CH3:21]. (6) Given the reactants FC1C=C2C(C(I)=CN2S(C2C=CC=CC=2)(=O)=O)=CC=1.[CH:21]1([S:24]([N:27]2[CH2:32][CH2:31][CH:30]([N:33]3[CH:37]=[C:36]([C:38]4[C:46]5[C:41](=[CH:42][C:43]([F:47])=[CH:44][CH:45]=5)[N:40](S(C5C=CC=CC=5)(=O)=O)[CH:39]=4)[CH:35]=[N:34]3)[CH2:29][CH2:28]2)(=[O:26])=[O:25])[CH2:23][CH2:22]1, predict the reaction product. The product is: [CH:21]1([S:24]([N:27]2[CH2:28][CH2:29][CH:30]([N:33]3[CH:37]=[C:36]([C:38]4[C:46]5[C:41](=[CH:42][C:43]([F:47])=[CH:44][CH:45]=5)[NH:40][CH:39]=4)[CH:35]=[N:34]3)[CH2:31][CH2:32]2)(=[O:26])=[O:25])[CH2:22][CH2:23]1. (7) Given the reactants [C:1]([C:3]1[C:8]([OH:9])=[CH:7][CH:6]=[CH:5][N:4]=1)#[CH:2], predict the reaction product. The product is: [CH2:1]([C:3]1[C:8]([OH:9])=[CH:7][CH:6]=[CH:5][N:4]=1)[CH3:2]. (8) Given the reactants [C:1]([C:3]1[N:8]=[CH:7][C:6]([NH2:9])=[C:5]([C:10]2[C:11](F)=[N:12][CH:13]=[C:14]([C:16]3[CH:21]=[CH:20][C:19]([CH2:22][N:23]4[CH2:28][CH2:27][CH2:26][CH2:25][CH2:24]4)=[CH:18][CH:17]=3)[CH:15]=2)[CH:4]=1)#[CH:2].[N:30]([CH2:33][C:34]1[CH:39]=[CH:38][CH:37]=[CH:36][CH:35]=1)=[N+:31]=[N-:32], predict the reaction product. The product is: [CH2:33]([N:30]1[CH:2]=[C:1]([C:3]2[N:8]=[CH:7][C:6]3[NH:9][C:11]4[N:12]=[CH:13][C:14]([C:16]5[CH:21]=[CH:20][C:19]([CH2:22][N:23]6[CH2:28][CH2:27][CH2:26][CH2:25][CH2:24]6)=[CH:18][CH:17]=5)=[CH:15][C:10]=4[C:5]=3[CH:4]=2)[N:32]=[N:31]1)[C:34]1[CH:39]=[CH:38][CH:37]=[CH:36][CH:35]=1. (9) The product is: [NH2:1][C:2]1[N:7]=[C:6]([Cl:8])[C:5]([C:9]#[N:10])=[C:4]([S:11]([CH3:12])=[O:21])[N:3]=1. Given the reactants [NH2:1][C:2]1[N:7]=[C:6]([Cl:8])[C:5]([C:9]#[N:10])=[C:4]([S:11][CH3:12])[N:3]=1.C1(C2[O:21]N2S(C2C=CC=CC=2)(=O)=O)C=CC=CC=1, predict the reaction product.